Dataset: Full USPTO retrosynthesis dataset with 1.9M reactions from patents (1976-2016). Task: Predict the reactants needed to synthesize the given product. (1) Given the product [NH2:4][C:5]1[N:9]([CH2:10][C:11]([O-:13])=[O:12])[N:8]=[C:7]([C:16]2[CH:21]=[CH:20][CH:19]=[CH:18][CH:17]=2)[C:6]=1[C:22]#[C:23][C:24]1[CH:29]=[CH:28][CH:27]=[CH:26][CH:25]=1.[Na+:31], predict the reactants needed to synthesize it. The reactants are: C([NH:4][C:5]1[N:9]([CH2:10][C:11]([O:13]CC)=[O:12])[N:8]=[C:7]([C:16]2[CH:21]=[CH:20][CH:19]=[CH:18][CH:17]=2)[C:6]=1[C:22]#[C:23][C:24]1[CH:29]=[CH:28][CH:27]=[CH:26][CH:25]=1)(=O)C.[OH-].[Na+:31]. (2) Given the product [Br:1][C:2]1[C:11]2[C:10]([CH3:13])([CH3:12])[CH2:9][CH:8]=[C:7]([C:14]([CH3:16])([CH3:15])[CH3:17])[C:6]=2[CH:5]=[C:4](/[C:18](/[CH3:19])=[C:30](/[F:31])\[C:28]([O:27][CH2:26][CH3:25])=[O:29])[C:3]=1[O:21][CH:22]([CH3:23])[CH3:24], predict the reactants needed to synthesize it. The reactants are: [Br:1][C:2]1[C:11]2[C:10]([CH3:13])([CH3:12])[CH2:9][CH:8]=[C:7]([C:14]([CH3:17])([CH3:16])[CH3:15])[C:6]=2[CH:5]=[C:4]([C:18](=O)[CH3:19])[C:3]=1[O:21][CH:22]([CH3:24])[CH3:23].[CH3:25][CH2:26][O:27][C:28]([CH:30](P(OCC)(OCC)=O)[F:31])=[O:29].C([Li])CCC.